This data is from Full USPTO retrosynthesis dataset with 1.9M reactions from patents (1976-2016). The task is: Predict the reactants needed to synthesize the given product. (1) The reactants are: [CH3:1][O:2][C:3]1[S:4][CH:5]=[CH:6][CH:7]=1.[Li]CCCC.[C:13](=[O:15])=[O:14]. Given the product [CH3:1][O:2][C:3]1[S:4][C:5]([C:13]([OH:15])=[O:14])=[CH:6][CH:7]=1, predict the reactants needed to synthesize it. (2) Given the product [CH3:7][O:8][C:9]1[CH:10]=[C:11]2[C:16](=[CH:17][C:18]=1[O:19][CH3:20])[N:15]=[CH:14][CH:13]=[C:12]2[O:21][C:22]1[CH:27]=[CH:26][C:25]([CH2:1][C:2]([Cl:4])=[O:3])=[CH:24][CH:23]=1, predict the reactants needed to synthesize it. The reactants are: [C:1](Cl)(=O)[C:2]([Cl:4])=[O:3].[CH3:7][O:8][C:9]1[CH:10]=[C:11]2[C:16](=[CH:17][C:18]=1[O:19][CH3:20])[N:15]=[CH:14][CH:13]=[C:12]2[O:21][C:22]1[CH:27]=[CH:26][C:25](CC(O)=O)=[CH:24][CH:23]=1. (3) Given the product [Cl:11][C:12]1[CH:17]=[C:16]([CH:15]=[CH:14][C:13]=1[O:20][C:2]1[CH:7]=[CH:6][C:5]([N+:8]([O-:10])=[O:9])=[CH:4][CH:3]=1)[C:18]#[N:19], predict the reactants needed to synthesize it. The reactants are: F[C:2]1[CH:7]=[CH:6][C:5]([N+:8]([O-:10])=[O:9])=[CH:4][CH:3]=1.[Cl:11][C:12]1[CH:17]=[C:16]([C:18]#[N:19])[CH:15]=[CH:14][C:13]=1[OH:20].C(=O)([O-])[O-].[K+].[K+].O.